From a dataset of Reaction yield outcomes from USPTO patents with 853,638 reactions. Predict the reaction yield, written as a fraction of the theoretical maximum amount of product (1.0 means a 100% yield; for example, 0.34 means a 34% yield). The yield is 0.680. The product is [Cl:8][C:6]1[CH:7]=[C:2]([N:21]2[CH:25]=[CH:24][CH:23]=[N:22]2)[N:3]=[C:4]([C:9]2[S:10][CH:11]=[CH:12][CH:13]=2)[N:5]=1. The reactants are Cl[C:2]1[CH:7]=[C:6]([Cl:8])[N:5]=[C:4]([C:9]2[S:10][CH:11]=[CH:12][CH:13]=2)[N:3]=1.ClC1C=C([N:21]2[CH:25]=[CH:24][CH:23]=[N:22]2)N=C(C2OC=CC=2)N=1. No catalyst specified.